From a dataset of Catalyst prediction with 721,799 reactions and 888 catalyst types from USPTO. Predict which catalyst facilitates the given reaction. (1) Reactant: [N:1]1([C:7]2[CH:12]=[CH:11][C:10]([NH:13][C:14]3[NH:15][C:16](=O)[C:17]4[CH:22]=[CH:21][NH:20][C:18]=4[N:19]=3)=[CH:9][CH:8]=2)[CH2:6][CH2:5][O:4][CH2:3][CH2:2]1.P(Br)(Br)([Br:26])=O.C(N(C(C)C)CC)(C)C. Product: [Br:26][C:16]1[C:17]2[CH:22]=[CH:21][NH:20][C:18]=2[N:19]=[C:14]([NH:13][C:10]2[CH:11]=[CH:12][C:7]([N:1]3[CH2:6][CH2:5][O:4][CH2:3][CH2:2]3)=[CH:8][CH:9]=2)[N:15]=1. The catalyst class is: 11. (2) Reactant: C([O:3][C:4](=[O:16])[CH2:5][CH2:6][CH2:7][O:8][C:9]1[CH:14]=[CH:13][CH:12]=[C:11]([Br:15])[CH:10]=1)C.[OH-].[K+]. Product: [Br:15][C:11]1[CH:10]=[C:9]([CH:14]=[CH:13][CH:12]=1)[O:8][CH2:7][CH2:6][CH2:5][C:4]([OH:16])=[O:3]. The catalyst class is: 24. (3) Reactant: [N:1]1([C:11]([O:13][C:14]([CH3:17])([CH3:16])[CH3:15])=[O:12])[CH2:6][CH2:5][CH:4]([C:7]([O:9][CH3:10])=[O:8])[CH2:3][CH2:2]1.C[Si]([N-][Si](C)(C)C)(C)C.[Na+].[CH2:28](Br)[C:29]1[CH:34]=[CH:33][CH:32]=[CH:31][CH:30]=1. Product: [CH2:28]([C:4]1([C:7]([O:9][CH3:10])=[O:8])[CH2:3][CH2:2][N:1]([C:11]([O:13][C:14]([CH3:17])([CH3:16])[CH3:15])=[O:12])[CH2:6][CH2:5]1)[C:29]1[CH:34]=[CH:33][CH:32]=[CH:31][CH:30]=1. The catalyst class is: 1. (4) Reactant: [O:1]=[C:2]1[CH:6]([CH2:7][C:8]([O:10][CH2:11][CH3:12])=[O:9])[CH2:5][CH2:4][NH:3]1.[H-].[Na+].[CH2:15]([O:22][C:23]1[CH:28]=[CH:27][C:26](F)=[C:25]([N+:30]([O-:32])=[O:31])[CH:24]=1)[C:16]1[CH:21]=[CH:20][CH:19]=[CH:18][CH:17]=1.O. Product: [CH2:15]([O:22][C:23]1[CH:28]=[CH:27][C:26]([N:3]2[CH2:4][CH2:5][CH:6]([CH2:7][C:8]([O:10][CH2:11][CH3:12])=[O:9])[C:2]2=[O:1])=[C:25]([N+:30]([O-:32])=[O:31])[CH:24]=1)[C:16]1[CH:17]=[CH:18][CH:19]=[CH:20][CH:21]=1. The catalyst class is: 3.